This data is from Forward reaction prediction with 1.9M reactions from USPTO patents (1976-2016). The task is: Predict the product of the given reaction. (1) Given the reactants [NH2:1][C:2]1[S:3][C:4]([CH3:7])=[CH:5][N:6]=1.[CH2:8]([N+:12]#[C-:13])[CH2:9][CH2:10][CH3:11].[C:14]([C:18]1[CH:25]=[CH:24][C:21]([CH:22]=O)=[CH:20][CH:19]=1)([CH3:17])([CH3:16])[CH3:15].[C:26](Cl)(=[O:28])[CH3:27], predict the reaction product. The product is: [CH2:8]([N:12]([C:13]1[N:6]2[C:2]([S:3][C:4]([CH3:7])=[CH:5]2)=[N:1][C:22]=1[C:21]1[CH:24]=[CH:25][C:18]([C:14]([CH3:17])([CH3:16])[CH3:15])=[CH:19][CH:20]=1)[C:26](=[O:28])[CH3:27])[CH2:9][CH2:10][CH3:11]. (2) Given the reactants [Li]CCCC.CC1(C)CCCC(C)(C)N1.[CH:16]1([C@H:20]([NH:22][C:23]2[N:31]=[C:30]([C:32]#[N:33])[N:29]=[C:28]3[C:24]=2[N:25]([CH2:34][C@H:35]2[CH2:40][CH2:39][C@H:38]([CH3:41])[CH2:37][CH2:36]2)[CH:26]=[N:27]3)[CH3:21])[CH2:19][CH2:18][CH2:17]1.[C:42](Cl)(=[O:47])[C:43]([CH3:46])([CH3:45])[CH3:44], predict the reaction product. The product is: [CH:16]1([C@H:20]([NH:22][C:23]2[N:31]=[C:30]([C:32]#[N:33])[N:29]=[C:28]3[C:24]=2[N:25]([CH2:34][C@H:35]2[CH2:36][CH2:37][C@H:38]([CH3:41])[CH2:39][CH2:40]2)[C:26]([C:42](=[O:47])[C:43]([CH3:46])([CH3:45])[CH3:44])=[N:27]3)[CH3:21])[CH2:19][CH2:18][CH2:17]1. (3) Given the reactants Br[CH:2]([CH3:8])[C:3]([O:5][CH2:6][CH3:7])=[O:4].C(OC(=O)C[N:14]1[CH2:18][C:17]([CH3:20])([CH3:19])[CH:16]([O:21][C:22]2[CH:27]=[CH:26][C:25]([C:28]#[N:29])=[C:24]([C:30]([F:33])([F:32])[F:31])[CH:23]=2)[C:15]1=[O:34])C, predict the reaction product. The product is: [CH2:6]([O:5][C:3](=[O:4])[CH:2]([N:14]1[CH2:18][C:17]([CH3:20])([CH3:19])[CH:16]([O:21][C:22]2[CH:27]=[CH:26][C:25]([C:28]#[N:29])=[C:24]([C:30]([F:32])([F:33])[F:31])[CH:23]=2)[C:15]1=[O:34])[CH3:8])[CH3:7]. (4) The product is: [CH2:23]([O:39][C:40]1[CH:45]=[CH:44][C:43]([C:46]2[CH:51]=[C:50]([Cl:52])[C:49]([C:53]3[CH:58]=[CH:57][C:56]([O:59][CH2:60][CH2:61][CH2:62][CH2:63][CH2:64][CH2:65][CH2:66][CH2:67][CH2:68][CH2:69][CH2:70][CH2:71][CH2:72][CH2:73][CH2:74][CH3:75])=[CH:55][CH:54]=3)=[C:48]([NH:76][C:77](=[S:10])[C:78]3[CH:83]=[CH:82][CH:81]=[CH:80][CH:79]=3)[C:47]=2[Cl:85])=[CH:42][CH:41]=1)[CH2:24][CH2:25][CH2:26][CH2:27][CH2:28][CH2:29][CH2:30][CH2:31][CH2:32][CH2:33][CH2:34][CH2:35][CH2:36][CH2:37][CH3:38]. Given the reactants COC1C=CC(P2(SP(C3C=CC(OC)=CC=3)(=S)S2)=[S:10])=CC=1.[CH2:23]([O:39][C:40]1[CH:45]=[CH:44][C:43]([C:46]2[CH:51]=[C:50]([Cl:52])[C:49]([C:53]3[CH:58]=[CH:57][C:56]([O:59][CH2:60][CH2:61][CH2:62][CH2:63][CH2:64][CH2:65][CH2:66][CH2:67][CH2:68][CH2:69][CH2:70][CH2:71][CH2:72][CH2:73][CH2:74][CH3:75])=[CH:55][CH:54]=3)=[C:48]([NH:76][C:77](=O)[C:78]3[CH:83]=[CH:82][CH:81]=[CH:80][CH:79]=3)[C:47]=2[Cl:85])=[CH:42][CH:41]=1)[CH2:24][CH2:25][CH2:26][CH2:27][CH2:28][CH2:29][CH2:30][CH2:31][CH2:32][CH2:33][CH2:34][CH2:35][CH2:36][CH2:37][CH3:38], predict the reaction product. (5) Given the reactants [Cl:1][C:2]1[CH:3]=[CH:4][C:5]([F:28])=[C:6]([C:8]2[O:12][N:11]=[C:10]([CH2:13][S:14][C:15]3[N:19]([CH2:20][CH2:21][OH:22])[C:18]([C:23]4[S:24][CH:25]=[CH:26][CH:27]=4)=[N:17][N:16]=3)[N:9]=2)[CH:7]=1.[CH3:29][S:30](Cl)(=[O:32])=[O:31], predict the reaction product. The product is: [CH3:29][S:30]([O:22][CH2:21][CH2:20][N:19]1[C:18]([C:23]2[S:24][CH:25]=[CH:26][CH:27]=2)=[N:17][N:16]=[C:15]1[S:14][CH2:13][C:10]1[N:9]=[C:8]([C:6]2[CH:7]=[C:2]([Cl:1])[CH:3]=[CH:4][C:5]=2[F:28])[O:12][N:11]=1)(=[O:32])=[O:31]. (6) Given the reactants [O:1]1[CH2:6][CH2:5][N:4]([C:7]2[N:12]3[N:13]=[CH:14][CH:15]=[C:11]3[N:10]=[C:9]([NH2:16])[CH:8]=2)[CH2:3][CH2:2]1.[Br:17][C:18]1[CH:26]=[CH:25][C:21]([C:22](Cl)=[O:23])=[CH:20][CH:19]=1.O, predict the reaction product. The product is: [Br:17][C:18]1[CH:26]=[CH:25][C:21]([C:22]([NH:16][C:9]2[CH:8]=[C:7]([N:4]3[CH2:5][CH2:6][O:1][CH2:2][CH2:3]3)[N:12]3[N:13]=[CH:14][CH:15]=[C:11]3[N:10]=2)=[O:23])=[CH:20][CH:19]=1. (7) Given the reactants [Cl:1][C:2]1[C:3]([Cl:11])=[N:4][CH:5]=[C:6]([CH:10]=1)[C:7]([OH:9])=O.[CH3:12][O:13][C:14]1[CH:20]=[CH:19][C:17]([NH2:18])=[C:16]([N+:21]([O-:23])=[O:22])[CH:15]=1, predict the reaction product. The product is: [Cl:1][C:2]1[CH:10]=[C:6]([C:7]([NH:18][C:17]2[CH:19]=[CH:20][C:14]([O:13][CH3:12])=[CH:15][C:16]=2[N+:21]([O-:23])=[O:22])=[O:9])[CH:5]=[N:4][C:3]=1[Cl:11]. (8) Given the reactants Br[C:2]1[CH:3]=[CH:4][C:5]2[CH:11]3[CH2:12][CH:9]([CH2:10]3)[N:8]3[C:13]([C:19]4[CH:20]=[N:21][N:22]([CH2:24][C:25]([OH:28])([CH3:27])[CH3:26])[CH:23]=4)=[C:14]([C:16]([NH2:18])=[O:17])[N:15]=[C:7]3[C:6]=2[CH:29]=1.[C:30]([C:32]1([OH:37])[CH2:36][CH2:35][CH2:34][CH2:33]1)#[CH:31], predict the reaction product. The product is: [OH:28][C:25]([CH3:27])([CH3:26])[CH2:24][N:22]1[CH:23]=[C:19]([C:13]2[N:8]3[CH:9]4[CH2:12][CH:11]([C:5]5[CH:4]=[CH:3][C:2]([C:31]#[C:30][C:32]6([OH:37])[CH2:36][CH2:35][CH2:34][CH2:33]6)=[CH:29][C:6]=5[C:7]3=[N:15][C:14]=2[C:16]([NH2:18])=[O:17])[CH2:10]4)[CH:20]=[N:21]1. (9) Given the reactants [Cl:1][C:2]1[CH:7]=[CH:6][CH:5]=[CH:4][C:3]=1[SH:8].F[C:10]1[CH:17]=[CH:16][C:13]([C:14]#[N:15])=[C:12]([CH3:18])[CH:11]=1.C(=O)([O-])[O-].[K+].[K+].CC(N(C)C)=O, predict the reaction product. The product is: [Cl:1][C:2]1[CH:7]=[CH:6][CH:5]=[CH:4][C:3]=1[S:8][C:10]1[CH:17]=[CH:16][C:13]([C:14]#[N:15])=[C:12]([CH3:18])[CH:11]=1. (10) Given the reactants [CH2:1]([O:3][C:4]1[N:8]=[C:7]([CH:9]2[CH2:14][CH:13]([C:15]3[CH:20]=[CH:19][C:18]([CH2:21][C:22]([F:25])([F:24])[F:23])=[CH:17][CH:16]=3)[CH2:12][N:11]([C:26]([N:28]3[CH2:33][CH2:32][S:31][CH2:30][CH2:29]3)=[O:27])[CH2:10]2)[O:6][N:5]=1)[CH3:2].ClC1C=CC=C(C(OO)=[O:42])C=1, predict the reaction product. The product is: [CH2:1]([O:3][C:4]1[N:8]=[C:7]([CH:9]2[CH2:14][CH:13]([C:15]3[CH:20]=[CH:19][C:18]([CH2:21][C:22]([F:25])([F:24])[F:23])=[CH:17][CH:16]=3)[CH2:12][N:11]([C:26]([N:28]3[CH2:29][CH2:30][S:31](=[O:42])[CH2:32][CH2:33]3)=[O:27])[CH2:10]2)[O:6][N:5]=1)[CH3:2].